Dataset: Forward reaction prediction with 1.9M reactions from USPTO patents (1976-2016). Task: Predict the product of the given reaction. (1) Given the reactants [C:1]1([C:7]2[N:8]=[CH:9][NH:10][C:11]=2[C:12]2[CH:17]=[CH:16][CH:15]=[CH:14][CH:13]=2)[CH:6]=[CH:5][CH:4]=[CH:3][CH:2]=1.[F:18][C:19]1[C:24]([B:25]([C:37]2[C:42]([F:43])=[C:41]([F:44])[C:40]([F:45])=[C:39]([F:46])[C:38]=2[F:47])[C:26]2[C:31]([F:32])=[C:30]([F:33])[C:29]([F:34])=[C:28]([F:35])[C:27]=2[F:36])=[C:23]([F:48])[C:22]([F:49])=[C:21]([F:50])[C:20]=1[F:51].[CH2:52]([N:70]([CH2:72][CH2:73][CH2:74][CH2:75][CH2:76][CH2:77][CH2:78][CH2:79][CH2:80][CH2:81][CH2:82][CH2:83][CH2:84][CH2:85][CH2:86][CH2:87][CH2:88][CH3:89])[CH3:71])[CH2:53][CH2:54][CH2:55][CH2:56][CH2:57][CH2:58][CH2:59][CH2:60][CH2:61][CH2:62][CH2:63][CH2:64][CH2:65][CH2:66][CH2:67][CH2:68][CH3:69], predict the reaction product. The product is: [F:43][C:42]1[C:37]([B:25]([C:24]2[C:19]([F:18])=[C:20]([F:51])[C:21]([F:50])=[C:22]([F:49])[C:23]=2[F:48])[C:26]2[C:27]([F:36])=[C:28]([F:35])[C:29]([F:34])=[C:30]([F:33])[C:31]=2[F:32])=[C:38]([F:47])[C:39]([F:46])=[C:40]([F:45])[C:41]=1[F:44].[F:43][C:42]1[C:37]([B:25]([C:24]2[C:19]([F:18])=[C:20]([F:51])[C:21]([F:50])=[C:22]([F:49])[C:23]=2[F:48])[C:26]2[C:27]([F:36])=[C:28]([F:35])[C:29]([F:34])=[C:30]([F:33])[C:31]=2[F:32])=[C:38]([F:47])[C:39]([F:46])=[C:40]([F:45])[C:41]=1[F:44].[CH2:72]([NH+:70]([CH2:52][CH2:53][CH2:54][CH2:55][CH2:56][CH2:57][CH2:58][CH2:59][CH2:60][CH2:61][CH2:62][CH2:63][CH2:64][CH2:65][CH2:66][CH2:67][CH2:68][CH3:69])[CH3:71])[CH2:73][CH2:74][CH2:75][CH2:76][CH2:77][CH2:78][CH2:79][CH2:80][CH2:81][CH2:82][CH2:83][CH2:84][CH2:85][CH2:86][CH2:87][CH2:88][CH3:89].[C:1]1([C:7]2[N:8]=[CH:9][N-:10][C:11]=2[C:12]2[CH:13]=[CH:14][CH:15]=[CH:16][CH:17]=2)[CH:6]=[CH:5][CH:4]=[CH:3][CH:2]=1. (2) Given the reactants [CH3:1][O:2][C:3]1[CH:8]=[CH:7][CH:6]=[CH:5][C:4]=1[C:9]1[C:14]2[O:15][C@:16]([CH2:20]OS(C3C=CC(C)=CC=3)(=O)=O)([CH3:19])[CH2:17][O:18][C:13]=2[CH:12]=[CH:11][CH:10]=1.[N-:32]=[N+:33]=[N-:34].[Na+], predict the reaction product. The product is: [N:32]([CH2:20][C@:16]1([CH3:19])[O:15][C:14]2[C:9]([C:4]3[CH:5]=[CH:6][CH:7]=[CH:8][C:3]=3[O:2][CH3:1])=[CH:10][CH:11]=[CH:12][C:13]=2[O:18][CH2:17]1)=[N+:33]=[N-:34]. (3) Given the reactants C(OC([C:6]1C=C(C#N)C=C(C)[N:7]=1)=O)C.[CH3:15][N:16]1[CH:20]=[CH:19][C:18]([NH:21][C:22]([C:24]2[CH:29]=[C:28](Br)[CH:27]=[C:26]([CH:31]([CH3:33])[CH3:32])[N:25]=2)=[O:23])=[N:17]1, predict the reaction product. The product is: [CH3:15][N:16]1[CH:20]=[CH:19][C:18]([NH:21][C:22]([C:24]2[CH:29]=[C:28]([C:6]#[N:7])[CH:27]=[C:26]([CH:31]([CH3:33])[CH3:32])[N:25]=2)=[O:23])=[N:17]1. (4) Given the reactants C(OC(=O)[NH:7][C:8]1[CH:13]=[CH:12][C:11]([CH2:14][C:15]2[NH:23][C:22]3[C:21](=[O:24])[N:20]([CH2:25][C:26]4[CH:31]=[CH:30][CH:29]=[CH:28][CH:27]=4)[C:19](=[O:32])[N:18]([CH2:33][CH2:34][CH2:35][CH3:36])[C:17]=3[N:16]=2)=[CH:10][CH:9]=1)(C)(C)C.Cl.O.C(=O)(O)[O-].[Na+], predict the reaction product. The product is: [NH2:7][C:8]1[CH:9]=[CH:10][C:11]([CH2:14][C:15]2[NH:23][C:22]3[C:21](=[O:24])[N:20]([CH2:25][C:26]4[CH:31]=[CH:30][CH:29]=[CH:28][CH:27]=4)[C:19](=[O:32])[N:18]([CH2:33][CH2:34][CH2:35][CH3:36])[C:17]=3[N:16]=2)=[CH:12][CH:13]=1. (5) The product is: [Br:21][C:22]1[CH:27]=[CH:26][CH:25]=[CH:24][C:23]=1[S:28]([NH:1][C@@H:2]1[CH2:6][CH2:5][N:4]([C:7]#[N:16])[CH2:3]1)(=[O:30])=[O:29]. Given the reactants [NH2:1][C@@H:2]1[CH2:6][CH2:5][N:4]([C:7](OC(C)(C)C)=O)[CH2:3]1.C([N:16](CC)CC)C.[Br:21][C:22]1[CH:27]=[CH:26][CH:25]=[CH:24][C:23]=1[S:28](Cl)(=[O:30])=[O:29].CCN(C(C)C)C(C)C.BrC#N, predict the reaction product. (6) Given the reactants C1C=CC2N(O)N=[N:7][C:5]=2C=1.CCN=C=NCCCN(C)C.[C:22]([C:24]1[CH:29]=[CH:28][C:27]([N:30]2[C@@H:35]([CH3:36])[CH2:34][N:33]([C:37]([NH:39][C:40]3[CH:45]=[CH:44][N:43]=[C:42]([C:46]([OH:48])=O)[CH:41]=3)=[O:38])[C@H:32]([CH3:49])[CH2:31]2)=[CH:26][C:25]=1[C:50]([F:53])([F:52])[F:51])#[N:23].CN, predict the reaction product. The product is: [C:22]([C:24]1[CH:29]=[CH:28][C:27]([N:30]2[C@@H:35]([CH3:36])[CH2:34][N:33]([C:37]([NH:39][C:40]3[CH:45]=[CH:44][N:43]=[C:42]([C:46](=[O:48])[NH:7][CH3:5])[CH:41]=3)=[O:38])[C@H:32]([CH3:49])[CH2:31]2)=[CH:26][C:25]=1[C:50]([F:52])([F:51])[F:53])#[N:23]. (7) Given the reactants [C:1]([O:5][C:6](=[O:22])[NH:7][C:8]1[CH:13]=[C:12]([N:14]([CH3:16])[CH3:15])[C:11]([C:17]([F:20])([F:19])[F:18])=[CH:10][C:9]=1[NH2:21])([CH3:4])([CH3:3])[CH3:2].C([O:25][C:26](=O)[CH2:27][C:28](=[O:40])[C:29]1[CH:34]=[CH:33][CH:32]=[C:31]([N:35]2[CH:39]=[N:38][N:37]=[CH:36]2)[CH:30]=1)C, predict the reaction product. The product is: [C:1]([O:5][C:6](=[O:22])[NH:7][C:8]1[CH:13]=[C:12]([N:14]([CH3:16])[CH3:15])[C:11]([C:17]([F:20])([F:19])[F:18])=[CH:10][C:9]=1[NH:21][C:26](=[O:25])[CH2:27][C:28](=[O:40])[C:29]1[CH:34]=[CH:33][CH:32]=[C:31]([N:35]2[CH:36]=[N:37][N:38]=[CH:39]2)[CH:30]=1)([CH3:4])([CH3:2])[CH3:3].